Dataset: NCI-60 drug combinations with 297,098 pairs across 59 cell lines. Task: Regression. Given two drug SMILES strings and cell line genomic features, predict the synergy score measuring deviation from expected non-interaction effect. (1) Drug 1: CC1=C2C(C(=O)C3(C(CC4C(C3C(C(C2(C)C)(CC1OC(=O)C(C(C5=CC=CC=C5)NC(=O)OC(C)(C)C)O)O)OC(=O)C6=CC=CC=C6)(CO4)OC(=O)C)OC)C)OC. Drug 2: CC1C(C(CC(O1)OC2CC(CC3=C2C(=C4C(=C3O)C(=O)C5=CC=CC=C5C4=O)O)(C(=O)C)O)N)O. Cell line: SN12C. Synergy scores: CSS=35.5, Synergy_ZIP=-8.00, Synergy_Bliss=-10.6, Synergy_Loewe=-6.00, Synergy_HSA=-4.63. (2) Drug 1: C1=CC(=CC=C1C#N)C(C2=CC=C(C=C2)C#N)N3C=NC=N3. Drug 2: CCC1(CC2CC(C3=C(CCN(C2)C1)C4=CC=CC=C4N3)(C5=C(C=C6C(=C5)C78CCN9C7C(C=CC9)(C(C(C8N6C=O)(C(=O)OC)O)OC(=O)C)CC)OC)C(=O)OC)O.OS(=O)(=O)O. Cell line: CCRF-CEM. Synergy scores: CSS=65.8, Synergy_ZIP=-6.74, Synergy_Bliss=-12.6, Synergy_Loewe=-9.94, Synergy_HSA=-8.50. (3) Drug 1: CN(CCCl)CCCl.Cl. Drug 2: CC(C)CN1C=NC2=C1C3=CC=CC=C3N=C2N. Cell line: MDA-MB-435. Synergy scores: CSS=2.18, Synergy_ZIP=0.900, Synergy_Bliss=4.45, Synergy_Loewe=2.98, Synergy_HSA=2.91.